Dataset: Full USPTO retrosynthesis dataset with 1.9M reactions from patents (1976-2016). Task: Predict the reactants needed to synthesize the given product. (1) Given the product [NH3:2].[CH2:43]([Cl:45])[Cl:44].[CH3:1][N:2]([CH3:7])[CH2:3][CH2:4][CH2:5][O:6][C:24]1[CH:23]=[CH:22][C:21]([CH2:1][N:2]2[CH2:41][CH2:39][CH2:42][CH2:4][CH2:3]2)=[CH:26][CH:25]=1, predict the reactants needed to synthesize it. The reactants are: [CH3:1][N:2]([CH3:7])[CH2:3][CH2:4][CH2:5][OH:6].[C:21]1(P([C:21]2[CH:26]=[CH:25][CH:24]=[CH:23][CH:22]=2)[C:21]2[CH:26]=[CH:25][CH:24]=[CH:23][CH:22]=2)[CH:26]=[CH:25][CH:24]=[CH:23][CH:22]=1.CC(OC(/N=N/C(O[C:39]([CH3:42])([CH3:41])C)=O)=O)(C)C.[CH2:43]([Cl:45])[Cl:44]. (2) Given the product [O:1]=[C:2]1[CH:3]=[C:4]([C:8]([O:10][CH3:11])=[O:9])[CH2:5][CH2:6][CH2:7][NH:12]1, predict the reactants needed to synthesize it. The reactants are: [O:1]=[C:2]1[CH2:7][CH2:6][CH2:5][C:4]([C:8]([O:10][CH3:11])=[O:9])=[CH:3]1.[N-:12]=[N+]=[N-].[Na+].CS(O)(=O)=O.C(=O)(O)[O-].[Na+].